Dataset: Reaction yield outcomes from USPTO patents with 853,638 reactions. Task: Predict the reaction yield, written as a fraction of the theoretical maximum amount of product (1.0 means a 100% yield; for example, 0.34 means a 34% yield). The catalyst is [Fe].ClCCl.O.O1CCOCC1. The yield is 0.760. The product is [CH3:1][C:2]1[CH:7]=[C:6]([O:8][CH2:9][CH2:10][CH2:11][CH2:12][CH2:13][CH2:14][CH2:15][CH2:16][CH2:17][CH3:18])[CH:5]=[CH:4][C:3]=1[NH2:19]. The reactants are [CH3:1][C:2]1[CH:7]=[C:6]([O:8][CH2:9][CH2:10][CH2:11][CH2:12][CH2:13][CH2:14][CH2:15][CH2:16][CH2:17][CH3:18])[CH:5]=[CH:4][C:3]=1[N+:19]([O-])=O.CO.Cl.C(=O)([O-])[O-].[K+].[K+].